From a dataset of Retrosynthesis with 50K atom-mapped reactions and 10 reaction types from USPTO. Predict the reactants needed to synthesize the given product. Given the product CC(C)(C)C(=O)Oc1ccc(C(=O)c2ccc(Cl)cc2)cc1, predict the reactants needed to synthesize it. The reactants are: CC(C)(C)C(=O)Cl.O=C(c1ccc(O)cc1)c1ccc(Cl)cc1.